This data is from Full USPTO retrosynthesis dataset with 1.9M reactions from patents (1976-2016). The task is: Predict the reactants needed to synthesize the given product. (1) The reactants are: [Cl:1][C:2]1[N:7]=[C:6]([NH:8][NH2:9])[N:5]=[C:4]([OH:10])[N:3]=1.[F:11][C:12]([F:26])([F:25])[C:13]1[CH:14]=[C:15]([CH:18]=[C:19]([C:21]([F:24])([F:23])[F:22])[CH:20]=1)[CH:16]=O. Given the product [F:11][C:12]([F:25])([F:26])[C:13]1[CH:14]=[C:15]([CH:18]=[C:19]([C:21]([F:24])([F:22])[F:23])[CH:20]=1)[CH:16]=[N:9][NH:8][C:6]1[N:7]=[C:2]([Cl:1])[N:3]=[C:4]([OH:10])[N:5]=1, predict the reactants needed to synthesize it. (2) The reactants are: [NH:1]1[CH2:6][CH2:5][CH:4]([OH:7])[CH2:3][CH2:2]1.C(=O)([O-])[O-].[K+].[K+].Cl[C:15]1[N:20]=[CH:19][C:18]([CH2:21][CH2:22][CH3:23])=[CH:17][N:16]=1. Given the product [CH2:21]([C:18]1[CH:17]=[N:16][C:15]([N:1]2[CH2:6][CH2:5][CH:4]([OH:7])[CH2:3][CH2:2]2)=[N:20][CH:19]=1)[CH2:22][CH3:23], predict the reactants needed to synthesize it. (3) Given the product [Cl:7][C:8]1[CH:13]=[C:12]([CH:11]=[CH:10][C:9]=1[O:28][C:18]1[C:27]2[C:22](=[CH:23][CH:24]=[CH:25][CH:26]=2)[CH:21]=[CH:20][CH:19]=1)[NH2:14], predict the reactants needed to synthesize it. The reactants are: C(=O)([O-])[O-].[K+].[K+].[Cl:7][C:8]1[CH:13]=[C:12]([N+:14]([O-])=O)[CH:11]=[CH:10][C:9]=1F.[C:18]1([OH:28])[C:27]2[C:22](=[CH:23][CH:24]=[CH:25][CH:26]=2)[CH:21]=[CH:20][CH:19]=1. (4) Given the product [C:30]([O:34][C:35]([N:37]1[CH2:42][CH2:41][C:40]2[N:43]([CH2:48][C:49]3[CH:54]=[CH:53][C:52]([O:55][CH3:56])=[CH:51][CH:50]=3)[N:44]=[C:45]([CH:46]=[CH:2][CH2:1][CH3:6])[C:39]=2[CH2:38]1)=[O:36])([CH3:31])([CH3:33])[CH3:32], predict the reactants needed to synthesize it. The reactants are: [C:1]1([P+](C2C=CC=CC=2)(C2C=CC=CC=2)CCC)[CH:6]=CC=C[CH:2]=1.[Br-].CC([O-])(C)C.[K+].[C:30]([O:34][C:35]([N:37]1[CH2:42][CH2:41][C:40]2[N:43]([CH2:48][C:49]3[CH:54]=[CH:53][C:52]([O:55][CH3:56])=[CH:51][CH:50]=3)[N:44]=[C:45]([CH:46]=O)[C:39]=2[CH2:38]1)=[O:36])([CH3:33])([CH3:32])[CH3:31].C1(C2C3CN(C(OC(C)(C)C)=O)CCC=3NN=2)CCCC1. (5) Given the product [CH3:1][O:2][C:3]1[N:8]=[CH:7][C:6]([CH:9]2[CH2:10][C:11](=[O:13])[O:17][C:15](=[O:16])[CH2:14]2)=[CH:5][CH:4]=1, predict the reactants needed to synthesize it. The reactants are: [CH3:1][O:2][C:3]1[N:8]=[CH:7][C:6]([CH:9]([CH2:14][C:15]([OH:17])=[O:16])[CH2:10][C:11]([OH:13])=O)=[CH:5][CH:4]=1.C(OC(=O)C)(=O)C. (6) Given the product [CH2:9]([NH:13][C@H:14]([CH2:17][CH2:18][CH2:19][CH2:20][CH2:21][CH2:22][CH2:23][CH2:24][CH3:25])[C:15]#[C:16][C:27]#[C:28][C@H:29]([C:31]1[CH:32]=[CH:33][C:34]([O:37][CH2:38][CH3:39])=[CH:35][CH:36]=1)[OH:30])[CH2:10][CH2:11][CH3:12], predict the reactants needed to synthesize it. The reactants are: C(N)CCC.NO.Cl.[CH2:9]([NH:13][C@H:14]([CH2:17][CH2:18][CH2:19][CH2:20][CH2:21][CH2:22][CH2:23][CH2:24][CH3:25])[C:15]#[CH:16])[CH2:10][CH2:11][CH3:12].Br[C:27]#[C:28][C@H:29]([C:31]1[CH:36]=[CH:35][C:34]([O:37][CH2:38][CH3:39])=[CH:33][CH:32]=1)[OH:30]. (7) Given the product [O:8]1[C:12]2[CH:13]=[CH:14][CH:15]=[CH:16][C:11]=2[C:10]([NH:17][C:18]([N:20]2[CH2:25][CH2:24][N:23]([C:38]([C:34]3[O:33][CH:37]=[CH:36][CH:35]=3)=[O:39])[CH2:22][CH2:21]2)=[O:19])=[N:9]1, predict the reactants needed to synthesize it. The reactants are: FC(F)(F)C(O)=O.[O:8]1[C:12]2[CH:13]=[CH:14][CH:15]=[CH:16][C:11]=2[C:10]([NH:17][C:18]([N:20]2[CH2:25][CH2:24][NH:23][CH2:22][CH2:21]2)=[O:19])=[N:9]1.C(N(CC)CC)C.[O:33]1[CH:37]=[CH:36][CH:35]=[C:34]1[C:38](Cl)=[O:39].O. (8) Given the product [CH3:29][CH2:28][CH2:27][CH2:26][CH2:25][CH2:24][CH2:23][CH2:22][CH2:21][CH2:20][CH2:19][CH2:18][CH2:17][CH2:16][CH2:15][CH2:14][CH2:13][C:12]([O:8][CH2:7][CH:6]([OH:9])[C@H:4]1[O:5][CH2:1][C@H:2]([OH:11])[C@H:3]1[OH:10])=[O:30], predict the reactants needed to synthesize it. The reactants are: [CH2:1]1[O:5][CH:4]([CH:6]([OH:9])[CH2:7][OH:8])[C@@H:3]([OH:10])[CH:2]1[OH:11].[C:12](OC)(=[O:30])[CH2:13][CH2:14][CH2:15][CH2:16][CH2:17][CH2:18][CH2:19][CH2:20][CH2:21][CH2:22][CH2:23][CH2:24][CH2:25][CH2:26][CH2:27][CH2:28][CH3:29].CO.C[O-].[Na+].[PH2]([O-])=O.[Na+]. (9) Given the product [CH3:25][O:26][C:1]([CH3:2])([CH3:4])[CH2:5][C:6]1[N:7]=[C:8]([C:11]2[O:24][C:15]([CH2:16][C:17]([CH3:22])([CH3:23])[C:18]([O:20][CH3:21])=[O:19])=[N:14][N:13]=2)[S:9][CH:10]=1, predict the reactants needed to synthesize it. The reactants are: [CH:1]1([CH2:5][C:6]2[N:7]=[C:8]([C:11]([NH:13][NH:14][C:15](=[O:24])[CH2:16][C:17]([CH3:23])([CH3:22])[C:18]([O:20][CH3:21])=[O:19])=O)[S:9][CH:10]=2)[CH2:4]C[CH2:2]1.[CH3:25][O:26]C(C)(C)CC1N=C(C(OCC)=O)SC=1.